Dataset: Catalyst prediction with 721,799 reactions and 888 catalyst types from USPTO. Task: Predict which catalyst facilitates the given reaction. Reactant: ClC[CH2:3][CH2:4][CH2:5][C:6]1[CH:11]=[CH:10][C:9]([C:12]([C:14]2[N:22]3[C:17]([CH:18]=[C:19]([C:23]([O:25][CH:26]([CH3:28])[CH3:27])=[O:24])[CH:20]=[CH:21]3)=[CH:16][C:15]=2[CH2:29][CH3:30])=[O:13])=[CH:8][CH:7]=1.[C:31]([NH2:35])([CH3:34])([CH3:33])[CH3:32].CCOC(C)=O.CCOCC. Product: [C:31]([NH:35][CH2:3][CH2:4][CH2:5][C:6]1[CH:7]=[CH:8][C:9]([C:12]([C:14]2[N:22]3[C:17]([CH:18]=[C:19]([C:23]([O:25][CH:26]([CH3:28])[CH3:27])=[O:24])[CH:20]=[CH:21]3)=[CH:16][C:15]=2[CH2:29][CH3:30])=[O:13])=[CH:10][CH:11]=1)([CH3:34])([CH3:33])[CH3:32]. The catalyst class is: 23.